Dataset: Forward reaction prediction with 1.9M reactions from USPTO patents (1976-2016). Task: Predict the product of the given reaction. (1) Given the reactants [CH2:1]([O:8][CH2:9][CH2:10][NH:11][C@@H:12]([C:17]([CH3:20])([CH3:19])[CH3:18])[C:13]([O:15][CH3:16])=[O:14])[C:2]1[CH:7]=[CH:6][CH:5]=[CH:4][CH:3]=1.[O:21](C(OC(C)(C)C)=O)[C:22]([O:24][C:25]([CH3:28])([CH3:27])[CH3:26])=O, predict the reaction product. The product is: [CH2:1]([O:8][CH2:9][CH2:10][N:11]([C:22]([O:24][C:25]([CH3:28])([CH3:27])[CH3:26])=[O:21])[C@@H:12]([C:17]([CH3:20])([CH3:19])[CH3:18])[C:13]([O:15][CH3:16])=[O:14])[C:2]1[CH:7]=[CH:6][CH:5]=[CH:4][CH:3]=1. (2) Given the reactants [C:1]([O:5][C:6]([N:8]([CH2:28][O:29][CH2:30][CH2:31][Si:32]([CH3:35])([CH3:34])[CH3:33])[C:9]1[S:10][C:11]([C:24]([O:26][CH3:27])=[O:25])=[CH:12][C@:13]([C:16]2[CH:21]=[CH:20][CH:19]=[C:18]([F:22])[C:17]=2[F:23])([CH3:15])[N:14]=1)=[O:7])([CH3:4])([CH3:3])[CH3:2].[CH3:36]S(C)(=O)=C, predict the reaction product. The product is: [C:1]([O:5][C:6]([N:8]([CH2:28][O:29][CH2:30][CH2:31][Si:32]([CH3:34])([CH3:35])[CH3:33])[C:9]1[S:10][C@:11]2([C:24]([O:26][CH3:27])=[O:25])[C@H:12]([C@:13]([C:16]3[CH:21]=[CH:20][CH:19]=[C:18]([F:22])[C:17]=3[F:23])([CH3:15])[N:14]=1)[CH2:36]2)=[O:7])([CH3:4])([CH3:3])[CH3:2]. (3) Given the reactants Br[C:2]1[CH:3]=[C:4]([C:8]2([C:19]3[CH:24]=[CH:23][C:22]([O:25][CH3:26])=[CH:21][CH:20]=3)[C:12]3=[N:13][CH2:14][CH:15]([OH:17])[CH2:16][N:11]3[C:10](=S)[NH:9]2)[CH:5]=[CH:6][CH:7]=1.[NH3:27].C(OO)(C)(C)C.[N:34]1[CH:39]=[C:38](B(O)O)[CH:37]=[N:36][CH:35]=1.C(=O)([O-])[O-].[K+].[K+], predict the reaction product. The product is: [NH2:27][C:10]1[N:11]2[CH2:16][CH:15]([OH:17])[CH2:14][N:13]=[C:12]2[C:8]([C:19]2[CH:24]=[CH:23][C:22]([O:25][CH3:26])=[CH:21][CH:20]=2)([C:4]2[CH:5]=[CH:6][CH:7]=[C:2]([C:38]3[CH:39]=[N:34][CH:35]=[N:36][CH:37]=3)[CH:3]=2)[N:9]=1. (4) The product is: [OH:15][C:14]1[C:13]2[N:9]([CH:10]=[CH:11][CH:12]=2)[C:8]([CH3:21])([CH2:16][CH2:17][CH:18]([CH3:19])[CH3:20])[C:7](=[O:22])[C:6]=1[C:4]1[NH:38][S:35](=[O:37])(=[O:36])[C:25]2[CH:26]=[C:27]([NH:30][S:31]([CH3:34])(=[O:32])=[O:33])[CH:28]=[CH:29][C:24]=2[N:23]=1. Given the reactants C(O[C:4]([C:6]1[C:7](=[O:22])[C:8]([CH3:21])([CH2:16][CH2:17][CH:18]([CH3:20])[CH3:19])[N:9]2[C:13]([C:14]=1[OH:15])=[CH:12][CH:11]=[CH:10]2)=O)C.[NH2:23][C:24]1[CH:29]=[CH:28][C:27]([NH:30][S:31]([CH3:34])(=[O:33])=[O:32])=[CH:26][C:25]=1[S:35]([NH2:38])(=[O:37])=[O:36].N12CCCN=C1CCCCC2, predict the reaction product. (5) Given the reactants Cl[C:2]1[CH:3]=[C:4]([C:9]2[N:13]3[CH:14]=[CH:15][C:16]([C:19]([OH:22])([CH3:21])[CH3:20])=[C:17]([F:18])[C:12]3=[N:11][CH:10]=2)[CH:5]=[CH:6][C:7]=1[F:8].[Cl:23][C:24]1[CH:29]=[C:28]([Cl:30])[CH:27]=[CH:26][C:25]=1B(O)O, predict the reaction product. The product is: [Cl:23][C:24]1[CH:29]=[C:28]([Cl:30])[CH:27]=[CH:26][C:25]=1[C:2]1[CH:3]=[C:4]([C:9]2[N:13]3[CH:14]=[CH:15][C:16]([C:19]([OH:22])([CH3:21])[CH3:20])=[C:17]([F:18])[C:12]3=[N:11][CH:10]=2)[CH:5]=[CH:6][C:7]=1[F:8].